From a dataset of Full USPTO retrosynthesis dataset with 1.9M reactions from patents (1976-2016). Predict the reactants needed to synthesize the given product. (1) Given the product [CH2:31]([O:30][C:28]([N:2]1[CH2:3][C:4]2[C:9](=[CH:8][CH:7]=[CH:6][CH:5]=2)[CH:1]1[C:10]1[CH:15]=[C:14]([F:16])[CH:13]=[CH:12][C:11]=1[OH:17])=[O:29])[C:32]1[CH:37]=[CH:36][CH:35]=[CH:34][CH:33]=1, predict the reactants needed to synthesize it. The reactants are: [CH:1]1([C:10]2[CH:15]=[C:14]([F:16])[CH:13]=[CH:12][C:11]=2[OH:17])[C:9]2[C:4](=[CH:5][CH:6]=[CH:7][CH:8]=2)[CH2:3][NH:2]1.CCN(C(C)C)C(C)C.Cl[C:28]([O:30][CH2:31][C:32]1[CH:37]=[CH:36][CH:35]=[CH:34][CH:33]=1)=[O:29]. (2) Given the product [CH3:1][O:2][C:3](=[O:20])[C:4]1[CH:9]=[C:8]([C:10]2[O:11][CH:38]=[N:37][CH:36]=2)[C:7]([C:12]([F:13])([F:14])[F:15])=[CH:6][C:5]=1[NH2:16], predict the reactants needed to synthesize it. The reactants are: [CH3:1][O:2][C:3](=[O:20])[C:4]1[CH:9]=[C:8]([CH:10]=[O:11])[C:7]([C:12]([F:15])([F:14])[F:13])=[CH:6][C:5]=1[NH:16]C(=O)C.C(=O)([O-])[O-].[K+].[K+].C1(C)C=CC(S([CH2:36][N+:37]#[C-:38])(=O)=O)=CC=1. (3) Given the product [CH:1]1([CH2:4][NH:5][C:7]2[S:6][CH2:12][C:10](=[O:11])[N:9]=2)[CH2:3][CH2:2]1, predict the reactants needed to synthesize it. The reactants are: [CH:1]1([CH2:4][NH2:5])[CH2:3][CH2:2]1.[S:6]1[CH2:12][C:10](=[O:11])[NH:9][C:7]1=S.CCN(C(C)C)C(C)C. (4) Given the product [Br:15][C:16]1[C:25]2[N:26]=[C:27]([C:29]3[CH:34]=[CH:33][C:32]([CH3:35])=[C:31]([N+:36]([O-:38])=[O:37])[CH:30]=3)[NH:28][C:24]=2[C:23]2[C:22](=[O:39])[N:21]([CH2:65][CH2:64][CH2:63][N:55]([CH2:54][CH2:53][C:47]3[CH:48]=[CH:49][C:50]([O:51][CH3:52])=[C:45]([O:44][CH3:43])[CH:46]=3)[C:56](=[O:62])[O:57][C:58]([CH3:60])([CH3:61])[CH3:59])[C:20](=[O:40])[C:19]([CH3:42])([CH3:41])[C:18]=2[CH:17]=1, predict the reactants needed to synthesize it. The reactants are: CC(OC(/N=N/C(OC(C)C)=O)=O)C.[Br:15][C:16]1[C:25]2[N:26]=[C:27]([C:29]3[CH:34]=[CH:33][C:32]([CH3:35])=[C:31]([N+:36]([O-:38])=[O:37])[CH:30]=3)[NH:28][C:24]=2[C:23]2[C:22](=[O:39])[NH:21][C:20](=[O:40])[C:19]([CH3:42])([CH3:41])[C:18]=2[CH:17]=1.[CH3:43][O:44][C:45]1[CH:46]=[C:47]([CH2:53][CH2:54][N:55]([CH2:63][CH2:64][CH2:65]O)[C:56](=[O:62])[O:57][C:58]([CH3:61])([CH3:60])[CH3:59])[CH:48]=[CH:49][C:50]=1[O:51][CH3:52].C1C=CC(P(C2C=CC=CC=2)C2C=CC=CC=2)=CC=1.